Predict which catalyst facilitates the given reaction. From a dataset of Catalyst prediction with 721,799 reactions and 888 catalyst types from USPTO. Reactant: [C:1]([O:7][CH2:8][C@H:9]([C:15]1[C:37]([CH3:38])=[CH:36][C:18]2[N:19]=[C:20]([C:22]3[CH:27]=[CH:26][CH:25]=[C:24]([O:28]CC4C=CC=CC=4)[CH:23]=3)[S:21][C:17]=2[C:16]=1[C:39]1[CH:44]=[CH:43][C:42]([Cl:45])=[CH:41][CH:40]=1)[O:10][C:11]([CH3:14])([CH3:13])[CH3:12])(=[O:6])[C:2]([CH3:5])([CH3:4])[CH3:3].[H][H].N1C=CC=CC=1.[O:54](S(C(F)(F)F)(=O)=O)[S:55]([C:58]([F:61])([F:60])[F:59])(=O)=[O:56]. Product: [C:1]([O:7][CH2:8][C@@H:9]([O:10][C:11]([CH3:14])([CH3:13])[CH3:12])[C:15]1[C:37]([CH3:38])=[CH:36][C:18]2[N:19]=[C:20]([C:22]3[CH:27]=[CH:26][CH:25]=[C:24]([O:28][S:55]([C:58]([F:61])([F:60])[F:59])(=[O:56])=[O:54])[CH:23]=3)[S:21][C:17]=2[C:16]=1[C:39]1[CH:40]=[CH:41][C:42]([Cl:45])=[CH:43][CH:44]=1)(=[O:6])[C:2]([CH3:4])([CH3:3])[CH3:5]. The catalyst class is: 579.